Dataset: Full USPTO retrosynthesis dataset with 1.9M reactions from patents (1976-2016). Task: Predict the reactants needed to synthesize the given product. (1) Given the product [CH3:1][C:2]1[CH:11]=[CH:10][C:9]2[C:4](=[C:5]([NH2:13])[CH:6]=[CH:7][C:8]=2[CH3:12])[N:3]=1, predict the reactants needed to synthesize it. The reactants are: [CH3:1][C:2]1[CH:11]=[CH:10][C:9]2[C:4](=[C:5]([N+:13]([O-])=O)[CH:6]=[CH:7][C:8]=2[CH3:12])[N:3]=1. (2) Given the product [F:22][C:18]1[N:17]=[C:16]([C:12]2[N:11]([CH2:10][C:3]3[C:2]([C:28]4[CH:33]=[CH:32][CH:31]=[CH:30][N:29]=4)=[N:7][C:6]([O:8][CH3:9])=[CH:5][N:4]=3)[CH:15]=[CH:14][N:13]=2)[CH:21]=[CH:20][CH:19]=1, predict the reactants needed to synthesize it. The reactants are: Cl[C:2]1[C:3]([CH2:10][N:11]2[CH:15]=[CH:14][N:13]=[C:12]2[C:16]2[CH:21]=[CH:20][CH:19]=[C:18]([F:22])[N:17]=2)=[N:4][CH:5]=[C:6]([O:8][CH3:9])[N:7]=1.C([Sn](CCCC)(CCCC)[C:28]1[CH:33]=[CH:32][CH:31]=[CH:30][N:29]=1)CCC. (3) Given the product [Cl:1][C:2]1[C:10]2[C:9]3[CH2:11][N:12]([CH2:21][C:22]([F:25])([F:24])[F:23])[C:13](=[O:20])[C@H:14]([CH2:16][C:17](=[O:19])[N:49]4[CH2:50][CH2:51][CH:52]([N:55]5[CH2:61][CH2:60][C:59]6[CH:62]=[CH:63][CH:64]=[CH:65][C:58]=6[NH:57][C:56]5=[O:66])[CH2:53][CH2:54]4)[CH2:15][C:8]=3[CH:7]=[C:6]([Cl:26])[C:5]=2[NH:4][N:3]=1, predict the reactants needed to synthesize it. The reactants are: [Cl:1][C:2]1[C:10]2[C:9]3[CH2:11][N:12]([CH2:21][C:22]([F:25])([F:24])[F:23])[C:13](=[O:20])[C@H:14]([CH2:16][C:17]([OH:19])=O)[CH2:15][C:8]=3[CH:7]=[C:6]([Cl:26])[C:5]=2[NH:4][N:3]=1.CN(C(ON1N=NC2C=CC=CC1=2)=[N+](C)C)C.[B-](F)(F)(F)F.[NH:49]1[CH2:54][CH2:53][CH:52]([N:55]2[CH2:61][CH2:60][C:59]3[CH:62]=[CH:63][CH:64]=[CH:65][C:58]=3[NH:57][C:56]2=[O:66])[CH2:51][CH2:50]1.C(N(CC)C(C)C)(C)C. (4) Given the product [CH3:17][O:18][C:19](=[O:34])[C@H:20]([CH2:29][CH2:30][CH2:31][CH2:32][NH2:33])[N:21]([C:13](=[O:15])[C@H:11]([CH3:12])[NH:10][C:8](=[O:9])[CH2:7][C:1]1[CH:2]=[CH:3][CH:4]=[CH:5][CH:6]=1)[C:22]([O:24][C:25]([CH3:28])([CH3:26])[CH3:27])=[O:23], predict the reactants needed to synthesize it. The reactants are: [C:1]1([CH2:7][C:8]([NH:10][C@H:11]([C:13]([OH:15])=O)[CH3:12])=[O:9])[CH:6]=[CH:5][CH:4]=[CH:3][CH:2]=1.Cl.[CH3:17][O:18][C:19](=[O:34])[C@H:20]([CH2:29][CH2:30][CH2:31][CH2:32][NH2:33])[NH:21][C:22]([O:24][C:25]([CH3:28])([CH3:27])[CH3:26])=[O:23].C(Cl)Cl.CO.[NH4+].[OH-].